From a dataset of Full USPTO retrosynthesis dataset with 1.9M reactions from patents (1976-2016). Predict the reactants needed to synthesize the given product. Given the product [C:11]([CH2:10][CH2:9][C:8]1[CH:7]=[CH:6][C:28]([O:29][C:25](=[O:26])[CH2:36][CH2:37][CH3:39])=[C:27]([O:31][CH3:47])[CH:14]=1)([OH:13])=[O:12], predict the reactants needed to synthesize it. The reactants are: C([C:6]1[CH:7]=[C:8]([CH:14]=CC=1C(=O)CCC)[CH2:9][CH2:10][C:11]([OH:13])=[O:12])(=O)CCC.CN([CH:25]=[O:26])C.[C:27](Cl)(=[O:31])[C:28](Cl)=[O:29].NC1S[CH:36]=[C:37]([C:39]2C=CC(Cl)=CC=2)N=1.Cl[CH2:47]Cl.